From a dataset of NCI-60 drug combinations with 297,098 pairs across 59 cell lines. Regression. Given two drug SMILES strings and cell line genomic features, predict the synergy score measuring deviation from expected non-interaction effect. (1) Drug 1: CC1=C(C(=CC=C1)Cl)NC(=O)C2=CN=C(S2)NC3=CC(=NC(=N3)C)N4CCN(CC4)CCO. Drug 2: C#CCC(CC1=CN=C2C(=N1)C(=NC(=N2)N)N)C3=CC=C(C=C3)C(=O)NC(CCC(=O)O)C(=O)O. Cell line: T-47D. Synergy scores: CSS=-4.34, Synergy_ZIP=5.32, Synergy_Bliss=2.64, Synergy_Loewe=-1.87, Synergy_HSA=-3.36. (2) Drug 1: CC1C(C(CC(O1)OC2CC(CC3=C2C(=C4C(=C3O)C(=O)C5=C(C4=O)C(=CC=C5)OC)O)(C(=O)C)O)N)O.Cl. Drug 2: CC1=C2C(C(=O)C3(C(CC4C(C3C(C(C2(C)C)(CC1OC(=O)C(C(C5=CC=CC=C5)NC(=O)C6=CC=CC=C6)O)O)OC(=O)C7=CC=CC=C7)(CO4)OC(=O)C)O)C)OC(=O)C. Cell line: NCI-H322M. Synergy scores: CSS=14.4, Synergy_ZIP=-7.37, Synergy_Bliss=-8.54, Synergy_Loewe=-28.3, Synergy_HSA=-7.85. (3) Drug 1: CC1OCC2C(O1)C(C(C(O2)OC3C4COC(=O)C4C(C5=CC6=C(C=C35)OCO6)C7=CC(=C(C(=C7)OC)O)OC)O)O. Drug 2: CS(=O)(=O)CCNCC1=CC=C(O1)C2=CC3=C(C=C2)N=CN=C3NC4=CC(=C(C=C4)OCC5=CC(=CC=C5)F)Cl. Cell line: OVCAR-5. Synergy scores: CSS=20.9, Synergy_ZIP=-2.59, Synergy_Bliss=2.54, Synergy_Loewe=1.91, Synergy_HSA=2.23. (4) Drug 1: C1=CC(=C2C(=C1NCCNCCO)C(=O)C3=C(C=CC(=C3C2=O)O)O)NCCNCCO. Drug 2: CN1C(=O)N2C=NC(=C2N=N1)C(=O)N. Cell line: 786-0. Synergy scores: CSS=60.3, Synergy_ZIP=0.644, Synergy_Bliss=-0.792, Synergy_Loewe=-26.1, Synergy_HSA=-0.233. (5) Drug 1: CN1C(=O)N2C=NC(=C2N=N1)C(=O)N. Drug 2: N.N.Cl[Pt+2]Cl. Synergy scores: CSS=15.7, Synergy_ZIP=-0.0902, Synergy_Bliss=-1.23, Synergy_Loewe=-28.8, Synergy_HSA=-6.92. Cell line: HOP-62. (6) Drug 1: CC=C1C(=O)NC(C(=O)OC2CC(=O)NC(C(=O)NC(CSSCCC=C2)C(=O)N1)C(C)C)C(C)C. Drug 2: C1C(C(OC1N2C=NC(=NC2=O)N)CO)O. Cell line: HOP-62. Synergy scores: CSS=40.8, Synergy_ZIP=5.40, Synergy_Bliss=4.91, Synergy_Loewe=-23.9, Synergy_HSA=3.22.